This data is from Aqueous solubility values for 9,982 compounds from the AqSolDB database. The task is: Regression/Classification. Given a drug SMILES string, predict its absorption, distribution, metabolism, or excretion properties. Task type varies by dataset: regression for continuous measurements (e.g., permeability, clearance, half-life) or binary classification for categorical outcomes (e.g., BBB penetration, CYP inhibition). For this dataset (solubility_aqsoldb), we predict Y. (1) The molecule is CCOC(=O)C(C)c1ccc2cc(OC)ccc2c1. The Y is -5.24 log mol/L. (2) The Y is -1.55 log mol/L. The molecule is CSc1cnc2ncncc2n1. (3) The molecule is Clc1ccc(Oc2cc(Cl)c(Cl)cc2Cl)cc1. The Y is -7.04 log mol/L. (4) The compound is O=C(O)CC(CSC(=O)O)c1ccccc1. The Y is -1.24 log mol/L. (5) The drug is CCCCC(O)(Cn1cncn1)c1ccc(Cl)cc1Cl. The Y is -4.27 log mol/L.